This data is from Reaction yield outcomes from USPTO patents with 853,638 reactions. The task is: Predict the reaction yield, written as a fraction of the theoretical maximum amount of product (1.0 means a 100% yield; for example, 0.34 means a 34% yield). (1) The reactants are [C:1]([CH2:3][C:4]([NH:6][C:7]1[CH:16]=[C:15]2[C:10]([CH:11]=[C:12]([C:20]3[C:21]([F:37])=[CH:22][C:23]([F:36])=[C:24]([NH:26][C:27](=[O:35])OC4C=CC=CC=4)[CH:25]=3)[C:13](=[O:19])[N:14]2[CH2:17][CH3:18])=[CH:9][N:8]=1)=[O:5])#[N:2].[NH2:38][C:39]1[CH:44]=[CH:43][CH:42]=[CH:41][CH:40]=1. The catalyst is CS(C)=O. The product is [C:1]([CH2:3][C:4]([NH:6][C:7]1[CH:16]=[C:15]2[C:10]([CH:11]=[C:12]([C:20]3[CH:25]=[C:24]([NH:26][C:27]([NH:38][C:39]4[CH:44]=[CH:43][CH:42]=[CH:41][CH:40]=4)=[O:35])[C:23]([F:36])=[CH:22][C:21]=3[F:37])[C:13](=[O:19])[N:14]2[CH2:17][CH3:18])=[CH:9][N:8]=1)=[O:5])#[N:2]. The yield is 0.130. (2) The reactants are Br[C:2]1[C:3]([C:9]2[CH:14]=[CH:13][C:12]([N+:15]([O-:17])=[O:16])=[CH:11][CH:10]=2)=[N:4][N:5]([CH2:7][CH3:8])[CH:6]=1.[CH3:18][C:19]1([CH3:35])[C:23]([CH3:25])([CH3:24])[O:22][B:21]([B:21]2[O:22][C:23]([CH3:25])([CH3:24])[C:19]([CH3:35])([CH3:18])[O:20]2)[O:20]1.C([O-])(=O)C.[K+]. The catalyst is O1CCOCC1.C(OCC)(=O)C.Cl[Pd](Cl)([P](C1C=CC=CC=1)(C1C=CC=CC=1)C1C=CC=CC=1)[P](C1C=CC=CC=1)(C1C=CC=CC=1)C1C=CC=CC=1. The product is [CH2:7]([N:5]1[CH:6]=[C:2]([B:21]2[O:22][C:23]([CH3:25])([CH3:24])[C:19]([CH3:35])([CH3:18])[O:20]2)[C:3]([C:9]2[CH:14]=[CH:13][C:12]([N+:15]([O-:17])=[O:16])=[CH:11][CH:10]=2)=[N:4]1)[CH3:8]. The yield is 0.420. (3) The reactants are [F:1][C:2]1[CH:3]=[C:4]([CH:7]=[CH:8][C:9]=1[O:10][CH2:11][CH2:12][CH2:13][N:14]1[CH2:19][CH2:18][N:17]([CH3:20])[CH2:16][CH2:15]1)[CH:5]=O.[CH3:21][C:22]1[CH:27]=[CH:26][CH:25]=[C:24]([NH2:28])[C:23]=1[NH2:29]. No catalyst specified. The product is [F:1][C:2]1[CH:3]=[C:4]([C:5]2[NH:28][C:24]3[CH:25]=[CH:26][CH:27]=[C:22]([CH3:21])[C:23]=3[N:29]=2)[CH:7]=[CH:8][C:9]=1[O:10][CH2:11][CH2:12][CH2:13][N:14]1[CH2:19][CH2:18][N:17]([CH3:20])[CH2:16][CH2:15]1. The yield is 1.00. (4) The reactants are C(N(CC)C(C)C)(C)C.[C:10]([O:13][C:14]1[CH:19]=[CH:18][C:17]([CH:20]=[CH:21][C:22]([OH:24])=O)=[CH:16][CH:15]=1)(=[O:12])[CH3:11].[F:25][P-](F)(F)(F)(F)F.N1(OC(N(C)C)=[N+](C)C)C2N=CC=CC=2N=N1.F[C:50]1[CH:51]=[C:52]([N:63]2[CH2:67][C@H:66]([CH2:68][NH:69]C(=O)C)[O:65][C:64]2=[O:73])[CH:53]=[CH:54][C:55]=1[C:56]1[S:57][CH2:58][C:59](=[O:62])[NH:60][N:61]=1. The catalyst is CN(C=O)C. The product is [F:25][C:53]1[CH:54]=[C:55]([C:56]2[S:57][CH2:58][C:59](=[O:62])[NH:60][N:61]=2)[CH:50]=[CH:51][C:52]=1[N:63]1[CH2:67][CH:66]([CH2:68][NH:69][C:22]([CH:21]=[CH:20][C:17]2[CH:16]=[CH:15][C:14]([O:13][C:10](=[O:12])[CH3:11])=[CH:19][CH:18]=2)=[O:24])[O:65][C:64]1=[O:73]. The yield is 0.400. (5) The reactants are C1(P(C2C=CC=CC=2)C2C=CC=CC=2)C=CC=CC=1.CCOC(/N=N/C(OCC)=O)=O.[F:32][C:33]1[CH:38]=[CH:37][C:36]([OH:39])=[CH:35][CH:34]=1.[C:40]([N:47]1[CH2:52][CH2:51][CH:50](O)[CH2:49][CH2:48]1)([O:42][C:43]([CH3:46])([CH3:45])[CH3:44])=[O:41]. The catalyst is O1CCCC1.O. The product is [C:43]([O:42][C:40]([N:47]1[CH2:52][CH2:51][CH:50]([O:39][C:36]2[CH:37]=[CH:38][C:33]([F:32])=[CH:34][CH:35]=2)[CH2:49][CH2:48]1)=[O:41])([CH3:46])([CH3:44])[CH3:45]. The yield is 0.600. (6) The reactants are Br[C:2]1[CH:3]=[C:4]([C:14]([OH:16])=[O:15])[CH:5]=[N:6][C:7]=1[O:8][CH2:9][C:10]([F:13])([F:12])[F:11].[Cl:17][C:18]1[CH:19]=[C:20](B(O)O)[CH:21]=[CH:22][C:23]=1[F:24].C([O-])([O-])=O.[Na+].[Na+].Cl. The catalyst is C1(C)C=CC=CC=1.CN(C=O)C. The product is [Cl:17][C:18]1[CH:19]=[C:20]([C:2]2[C:7]([O:8][CH2:9][C:10]([F:13])([F:12])[F:11])=[N:6][CH:5]=[C:4]([CH:3]=2)[C:14]([OH:16])=[O:15])[CH:21]=[CH:22][C:23]=1[F:24]. The yield is 0.630. (7) The reactants are Br[C:2]1[CH:7]=[CH:6][CH:5]=[CH:4][C:3]=1[O:8][CH3:9].[CH3:10][C:11]1[CH:16]=[CH:15][CH:14]=[CH:13][C:12]=1B(O)O.[F-].[K+]. The catalyst is C1(C)C=CC=CC=1. The product is [CH3:9][O:8][C:3]1[CH:4]=[CH:5][CH:6]=[CH:7][C:2]=1[C:12]1[CH:13]=[CH:14][CH:15]=[CH:16][C:11]=1[CH3:10]. The yield is 0.980. (8) The reactants are [CH3:1][O:2][C@H:3]([C@@H:8]([CH3:16])[C@@H:9]([O:14][CH3:15])/[CH:10]=[CH:11]/[CH:12]=[CH2:13])[C@@H:4]([CH3:7])[CH:5]=[O:6].CC(=CC)C.Cl([O-])=[O:23].[Na+].P([O-])(O)(O)=O.[Na+].Cl. The catalyst is C(O)(C)(C)C.O.[Cl-].[Na+].O. The product is [CH3:1][O:2][C@H:3]([C@@H:8]([CH3:16])[C@@H:9]([O:14][CH3:15])/[CH:10]=[CH:11]/[CH:12]=[CH2:13])[C@@H:4]([CH3:7])[C:5]([OH:23])=[O:6]. The yield is 0.790. (9) The reactants are [OH:1][C:2]1[CH:3]=[C:4]2[C:14](=[O:15])[C:13]3[C:8](=[CH:9][CH:10]=[CH:11][CH:12]=3)[C:5]2=[N:6][CH:7]=1.N(C(OC(C)(C)C)=O)=NC(OC(C)(C)C)=O.C1(P(C2C=CC=CC=2)C2C=CC=CC=2)C=CC=CC=1.O[CH2:52][CH2:53][N:54]1[CH2:58][CH2:57][CH2:56][C:55]1=[O:59]. The catalyst is O1CCCC1. The product is [O:59]=[C:55]1[CH2:56][CH2:57][CH2:58][N:54]1[CH2:53][CH2:52][O:1][C:2]1[CH:3]=[C:4]2[C:14](=[O:15])[C:13]3[C:8](=[CH:9][CH:10]=[CH:11][CH:12]=3)[C:5]2=[N:6][CH:7]=1. The yield is 0.490. (10) The reactants are C[O:2][C:3](=[O:34])[C:4]1[C:9]([OH:10])=[CH:8][CH:7]=[C:6]([N:11]2[C:15]([CH3:16])=[CH:14][CH:13]=[C:12]2[C:17]2[CH:22]=[C:21]([Br:23])[CH:20]=[CH:19][C:18]=2[O:24][CH2:25][C:26]2[CH:31]=[CH:30][C:29]([F:32])=[CH:28][C:27]=2[F:33])[CH:5]=1.[H-].[Na+].[CH3:37]I. The catalyst is CN(C=O)C.O. The product is [Br:23][C:21]1[CH:20]=[CH:19][C:18]([O:24][CH2:25][C:26]2[CH:31]=[CH:30][C:29]([F:32])=[CH:28][C:27]=2[F:33])=[C:17]([C:12]2[N:11]([C:6]3[CH:5]=[C:4]([C:9]([O:10][CH3:37])=[CH:8][CH:7]=3)[C:3]([OH:2])=[O:34])[C:15]([CH3:16])=[CH:14][CH:13]=2)[CH:22]=1. The yield is 0.560.